Dataset: Forward reaction prediction with 1.9M reactions from USPTO patents (1976-2016). Task: Predict the product of the given reaction. (1) Given the reactants Cl.Cl.[Cl:3][C:4]1[CH:20]=[CH:19][C:7]([CH2:8][NH:9][C:10]([C:12]2([NH2:18])[CH2:17][CH2:16][NH:15][CH2:14][CH2:13]2)=[O:11])=[CH:6][CH:5]=1.Cl[C:22]1[N:30]=[CH:29][N:28]=[C:27]2[C:23]=1[NH:24][CH:25]=[N:26]2.C(N(CC)CC)C, predict the reaction product. The product is: [Cl:3][C:4]1[CH:5]=[CH:6][C:7]([CH2:8][NH:9][C:10]([C:12]2([NH2:18])[CH2:13][CH2:14][N:15]([C:22]3[N:30]=[CH:29][N:28]=[C:27]4[C:23]=3[N:24]=[CH:25][NH:26]4)[CH2:16][CH2:17]2)=[O:11])=[CH:19][CH:20]=1. (2) Given the reactants C(OC([O:8][NH:9][C:10]([C:12]1[CH:13]=[N:14][C:15]([N:18]2[CH2:23][CH:22]3[CH:20]([CH:21]3[CH2:24][NH:25][CH2:26][C:27]3[CH:36]=[CH:35][C:34]4[C:29](=[CH:30][CH:31]=[CH:32][CH:33]=4)[CH:28]=3)[CH2:19]2)=[N:16][CH:17]=1)=[O:11])C)C(C)C.Cl.O1CCOCC1, predict the reaction product. The product is: [OH:8][NH:9][C:10]([C:12]1[CH:13]=[N:14][C:15]([N:18]2[CH2:23][CH:22]3[CH:20]([CH:21]3[CH2:24][NH:25][CH2:26][C:27]3[CH:36]=[CH:35][C:34]4[C:29](=[CH:30][CH:31]=[CH:32][CH:33]=4)[CH:28]=3)[CH2:19]2)=[N:16][CH:17]=1)=[O:11]. (3) Given the reactants [H-].[Na+].[CH3:3][C:4]1[N:5]([CH2:22][CH2:23][OH:24])[C:6]2[C:11]([CH3:12])=[C:10]([CH3:13])[N:9]=[C:8]([O:14][C:15]3[CH:20]=[CH:19][CH:18]=[CH:17][CH:16]=3)[C:7]=2[N:21]=1.Br[CH2:26][C:27]#[C:28][C:29]1[CH:34]=[CH:33][CH:32]=[CH:31][CH:30]=1, predict the reaction product. The product is: [C:29]1([C:28]#[C:27][CH2:26][O:24][CH2:23][CH2:22][N:5]2[C:6]3[C:11]([CH3:12])=[C:10]([CH3:13])[N:9]=[C:8]([O:14][C:15]4[CH:16]=[CH:17][CH:18]=[CH:19][CH:20]=4)[C:7]=3[N:21]=[C:4]2[CH3:3])[CH:34]=[CH:33][CH:32]=[CH:31][CH:30]=1. (4) Given the reactants [O:1]=[S:2]1(=[O:38])[CH2:6][CH2:5][CH:4]([NH:7][S:8]([C:11]2[S:15][C:14]([C:16]3[CH:21]=[CH:20][N:19]=[C:18]4[NH:22][C:23]([C:25]5[CH2:26][CH2:27][CH2:28][N:29]([C:31]([O:33]C(C)(C)C)=[O:32])[CH:30]=5)=[CH:24][C:17]=34)=[CH:13][CH:12]=2)(=[O:10])=[O:9])[CH2:3]1, predict the reaction product. The product is: [CH:31]([OH:33])=[O:32].[O:38]=[S:2]1(=[O:1])[CH2:6][CH2:5][CH:4]([NH:7][S:8]([C:11]2[S:15][C:14]([C:16]3[CH:21]=[CH:20][N:19]=[C:18]4[NH:22][C:23]([CH:25]5[CH2:26][CH2:27][CH2:28][NH:29][CH2:30]5)=[CH:24][C:17]=34)=[CH:13][CH:12]=2)(=[O:10])=[O:9])[CH2:3]1. (5) Given the reactants [Cl:1][C:2]1[CH:3]=[C:4]([NH:10][C:11]([CH2:13][CH:14]([CH3:19])[CH2:15][C:16]([OH:18])=O)=[O:12])[CH:5]=[CH:6][C:7]=1[C:8]#[N:9].CCN(C(C)C)C(C)C.C(P1(=O)OP(CCC)(=O)OP(CCC)(=O)O1)CC.[NH2:47][C:48]1[CH:49]=[C:50]2[C:55](=[CH:56][CH:57]=1)[N:54]([CH2:58][CH2:59][C:60]#[N:61])[C:53](=[O:62])[N:52]([CH2:63][CH3:64])[C:51]2=[O:65], predict the reaction product. The product is: [Cl:1][C:2]1[CH:3]=[C:4]([NH:10][C:11](=[O:12])[CH2:13][CH:14]([CH3:19])[CH2:15][C:16]([NH:47][C:48]2[CH:49]=[C:50]3[C:55](=[CH:56][CH:57]=2)[N:54]([CH2:58][CH2:59][C:60]#[N:61])[C:53](=[O:62])[N:52]([CH2:63][CH3:64])[C:51]3=[O:65])=[O:18])[CH:5]=[CH:6][C:7]=1[C:8]#[N:9]. (6) Given the reactants [F:1][C:2]([F:15])([F:14])[O:3][C:4]1[CH:9]=[CH:8][C:7]([CH:10](O)[CH2:11][CH3:12])=[CH:6][CH:5]=1.C(Br)(Br)(Br)[Br:17].C1C=CC(P(C2C=CC=CC=2)C2C=CC=CC=2)=CC=1, predict the reaction product. The product is: [Br:17][CH:10]([C:7]1[CH:8]=[CH:9][C:4]([O:3][C:2]([F:15])([F:14])[F:1])=[CH:5][CH:6]=1)[CH2:11][CH3:12]. (7) The product is: [OH:8][CH2:9][CH:11]1[N:16]([S:17]([CH3:20])(=[O:19])=[O:18])[CH2:15][CH2:14][N:13]([C:21]([OH:23])=[O:22])[CH2:12]1. Given the reactants [H-].[Al+3].[Li+].[H-].[H-].[H-].C[O:8][C:9]([CH:11]1[N:16]([S:17]([CH3:20])(=[O:19])=[O:18])[CH2:15][CH2:14][N:13]([C:21]([O:23]C(C)(C)C)=[O:22])[CH2:12]1)=O.[Cl-].[NH4+], predict the reaction product.